Dataset: Drug-target binding data from BindingDB using Ki measurements. Task: Regression. Given a target protein amino acid sequence and a drug SMILES string, predict the binding affinity score between them. We predict pKi (pKi = -log10(Ki in M); higher means stronger inhibition). Dataset: bindingdb_ki. (1) The compound is COc1ccccc1N1CCN(CCCCn2ncc(=O)n(C)c2=O)CC1. The target protein sequence is MLPWLPRALLGLLLPTLLAPWGEAKHRGDPQPPNASRPALLRLSDHLLANYKKGVRPVRDWRTPTTVSIDVIVYAILSVDEKNQVLTTYIWYRQYWTDEFLQWDPEDFDNITKLSIPTDSIWVPDILINEFVDVGKSPNIPYVYVRHHGEVQNYKPLQVMTACTLDIYNFPFDIQNCSLTFTSWLHTIQDINISLWRLPEKVKFDRSVFMNQGEWELLGVLTQFQEFSIESSDSYAEMKFYVVIRRRPLFYAVSLLLPSIFLMVVDIVGFYLPPDSGERVSFKITLLLGYSVFLIIVSDTLPATAIGTPLIGVYFVVCMALLVISLAETILIVRLVHKQDLQQPVPAWLRHLVLERVTLLLCLGDQSTARRPAATSQAAKTDDCSDMGNHYSHLGGPRDLEKTPRGRGSPPPPPREASLAVRGLLQELTSIRHFLEKREGSREVARDWLRVGSVLDRLLFRIYLLAVLAYSITLVTLWSIWQYS. The pKi is 5.0. (2) The target protein sequence is KPPQRLTWLTVSTVFQRDETPCSSPEKVAMLDGFHKDKTLPNASADILMRRMSTVGKKSVQTISNEQRASKVLGIVFFLFLLMWCPFFITNVTLVLCDSCNQTTLNMLLEIFVWIGYVSSGVNPLVYTLFNKTFRDA. The pKi is 8.6. The small molecule is O=C(c1ccc(F)cc1)C1CCN(CCn2c(=O)[nH]c3ccccc3c2=O)CC1. (3) The small molecule is O=C([C@H](O)COP(=O)(O)O)[C@H](O)C(O)COP(=O)(O)O. The target protein (P00883) has sequence MPHSHPALTPEQKKELSDIAHRIVAPGKGILAADESTGSIAKRLQSIGTENTEENRRFYRQLLLTADDRVNPCIGGVILFHETLYQKADDGRPFPQVIKSKGGVVGIKVDKGVVPLAGTNGETTTQGLDGLSERCAQYKKDGADFAKWRCVLKIGEHTPSALAIMENANVLARYASICQQNGIVPIVEPEILPDGDHDLKRCQYVTEKVLAAVYKALSDHHIYLEGTLLKPNMVTPGHACTQKYSHEEIAMATVTALRRTVPPAVTGVTFLSGGQSEEEASINLNAINKCPLLKPWALTFSYGRALQASALKAWGGKKENLKAAQEEYVKRALANSLACQGKYTPSGQAGAAASESLFISNHAY. The pKi is 4.8. (4) The pKi is 7.9. The target protein (P93836) has sequence MGHQNAAVSENQNHDDGAASSPGFKLVGFSKFVRKNPKSDKFKVKRFHHIEFWCGDATNVARRFSWGLGMRFSAKSDLSTGNMVHASYLLTSGDLRFLFTAPYSPSLSAGEIKPTTTASIPSFDHGSCRSFFSSHGLGVRAVAIEVEDAESAFSISVANGAIPSSPPIVLNEAVTIAEVKLYGDVVLRYVSYKAEDTEKSEFLPGFERVEDASSFPLDYGIRRLDHAVGNVPELGPALTYVAGFTGFHQFAEFTADDVGTAESGLNSAVLASNDEMVLLPINEPVHGTKRKSQIQTYLEHNEGAGLQHLALMSEDIFRTLREMRKRSSIGGFDFMPSPPPTYYQNLKKRVGDVLSDDQIKECEELGILVDRDDQGTLLQIFTKPLGDRPTIFIEIIQRVGCMMKDEEGKAYQSGGCGGFGKGNFSELFKSIEEYEKTLEAKQLVG. The drug is CS(=O)(=O)c1ccc(C(=O)C2C(=O)CCCC2=O)c([N+](=O)[O-])c1. (5) The target protein (P56073) has sequence MQHLVLIGFMGSGKSSLAQELGLALKLEVLDTDMIISERVGLSVREIFEELGEDNFRMFEKNLIDELKTLKTPHVISTGGGIVMHENLKGLGTTFYLKMDFETLIKRLNQKEREKRPLLNNLTQAKELFEKRQALYEKNASFIIDARGGLNNSLKQVLQFIA. The small molecule is O=C([O-])C1=C[C@@H](O)[C@@H](O)[C@H](OCc2cccc([N+](=O)[O-])c2)C1.[Na+]. The pKi is 6.3. (6) The target protein sequence is AGDADGLLAGRGPGAGTPGTPGAAAALAGGVLLIGAVLAGNALVCASVAAERALQTPTNYFIVSLAAADLLLALLVLPLFVYSEVQGGVWLFSPGLCDALMAMDVMLCTASIFNLCAISVDRFVAVAVPLSYNRQGGGGRQLLLIGATWLLSAAVAAPVLCGLNDARGRDPAVCRLEDRDYVVYSSVCSFFLPCPLMLLLYWATFRGLRRWEAARRAKLHGRTPRRPSGPGPPPPDGSPDGTPGPPPPDGSPDGTSDGTPGPPPPDGSPDGTPGPPPPDGSPDDNPRPPPPDSSPGPPPPEVTPDDTPDATPRPLPPAADAAAPPPADPAEPPRQPRKRRRAKITGRERKAMRVLPVVVGAFLLCWTPFFVVHITRALCPACPVPPRLVSAVTWLGYVNSALNPLIYTVFNAEFRAVFRKA. The pKi is 8.7. The small molecule is CN1CCc2cccc3c2[C@H]1Cc1ccc(O)c(O)c1-3. (7) The pKi is 5.0. The target protein (P01133) has sequence MLLTLIILLPVVSKFSFVSLSAPQHWSCPEGTLAGNGNSTCVGPAPFLIFSHGNSIFRIDTEGTNYEQLVVDAGVSVIMDFHYNEKRIYWVDLERQLLQRVFLNGSRQERVCNIEKNVSGMAINWINEEVIWSNQQEGIITVTDMKGNNSHILLSALKYPANVAVDPVERFIFWSSEVAGSLYRADLDGVGVKALLETSEKITAVSLDVLDKRLFWIQYNREGSNSLICSCDYDGGSVHISKHPTQHNLFAMSLFGDRIFYSTWKMKTIWIANKHTGKDMVRINLHSSFVPLGELKVVHPLAQPKAEDDTWEPEQKLCKLRKGNCSSTVCGQDLQSHLCMCAEGYALSRDRKYCEDVNECAFWNHGCTLGCKNTPGSYYCTCPVGFVLLPDGKRCHQLVSCPRNVSECSHDCVLTSEGPLCFCPEGSVLERDGKTCSGCSSPDNGGCSQLCVPLSPVSWECDCFPGYDLQLDEKSCAASGPQPFLLFANSQDIRHMHFDG.... The small molecule is Cc1ccc(Cn2nc(C(=O)NC3C(C)(C)C4CC[C@@]3(C)C4)cc2-c2ccc(Cl)c(C)c2)cc1.